This data is from Reaction yield outcomes from USPTO patents with 853,638 reactions. The task is: Predict the reaction yield, written as a fraction of the theoretical maximum amount of product (1.0 means a 100% yield; for example, 0.34 means a 34% yield). (1) The reactants are C[O:2][C:3](=[O:16])[C:4]1[CH:9]=[CH:8][C:7]([O:10][CH2:11][CH2:12][CH2:13]Br)=[CH:6][C:5]=1[OH:15].[F:17][C:18]([F:33])([F:32])[C:19]1[CH:20]=[C:21]([CH:25]=[C:26]([C:28]([F:31])([F:30])[F:29])[CH:27]=1)[CH:22]=[N:23][OH:24]. No catalyst specified. The product is [F:17][C:18]([F:32])([F:33])[C:19]1[CH:20]=[C:21](/[CH:22]=[N:23]/[O:24][CH2:13][CH2:12][CH2:11][O:10][C:7]2[CH:8]=[CH:9][C:4]([C:3]([OH:2])=[O:16])=[C:5]([OH:15])[CH:6]=2)[CH:25]=[C:26]([C:28]([F:30])([F:31])[F:29])[CH:27]=1. The yield is 0.120. (2) The reactants are C(OC([N:8]1[CH2:11][CH:10]([C:12]2[C:21]([C:22]3[CH:27]=[CH:26][CH:25]=[CH:24][CH:23]=3)=[CH:20][C:19]3[C:14](=[CH:15][CH:16]=[CH:17][CH:18]=3)[N:13]=2)[CH2:9]1)=O)(C)(C)C.[ClH:28].CO. No catalyst specified. The product is [ClH:28].[NH:8]1[CH2:9][CH:10]([C:12]2[C:21]([C:22]3[CH:27]=[CH:26][CH:25]=[CH:24][CH:23]=3)=[CH:20][C:19]3[C:14](=[CH:15][CH:16]=[CH:17][CH:18]=3)[N:13]=2)[CH2:11]1. The yield is 1.00. (3) The reactants are B(Br)(Br)Br.C[O:6][C:7]1[CH:8]=[C:9]2[C:14](=[CH:15][CH:16]=1)[CH:13]=[C:12]([C:17]1[CH:18]=[CH:19][C:20]([C:23]([O:25][CH3:26])=[O:24])=[N:21][CH:22]=1)[CH:11]=[CH:10]2.C(OCC)(=O)C.C(=O)(O)[O-].[Na+]. The catalyst is ClCCl. The product is [OH:6][C:7]1[CH:8]=[C:9]2[C:14](=[CH:15][CH:16]=1)[CH:13]=[C:12]([C:17]1[CH:18]=[CH:19][C:20]([C:23]([O:25][CH3:26])=[O:24])=[N:21][CH:22]=1)[CH:11]=[CH:10]2. The yield is 0.530. (4) The reactants are [Cl:1][C:2]1[CH:7]=[CH:6][C:5]([C:8]([F:15])([F:14])[C:9]([O:11]CC)=[O:10])=[CH:4][C:3]=1[F:16].CO.O.O.[OH-].[Li+]. The catalyst is O1CCCC1. The product is [Cl:1][C:2]1[CH:7]=[CH:6][C:5]([C:8]([F:14])([F:15])[C:9]([OH:11])=[O:10])=[CH:4][C:3]=1[F:16]. The yield is 0.840.